This data is from Full USPTO retrosynthesis dataset with 1.9M reactions from patents (1976-2016). The task is: Predict the reactants needed to synthesize the given product. (1) Given the product [CH3:27][C:25]1[NH:35][C:14](=[O:19])[CH2:13][CH:11]([C:2]2[CH:3]=[CH:4][C:5]3[C:10](=[CH:9][CH:8]=[CH:7][CH:6]=3)[CH:1]=2)[C:24]=1[C:23]([O:29][CH3:30])=[O:28], predict the reactants needed to synthesize it. The reactants are: [CH:1]1[C:10]2[C:5](=[CH:6][CH:7]=[CH:8][CH:9]=2)[CH:4]=[CH:3][C:2]=1[CH:11]=O.[CH3:13][C:14]1(C)[O:19]C(=O)CC(=O)O1.[C:23]([O:29][CH3:30])(=[O:28])[CH2:24][C:25]([CH3:27])=O.C([O-])(=O)C.[NH4+:35]. (2) Given the product [CH2:28]([N:30]1[CH2:34][CH2:33][C@@H:32]([NH:35][CH2:27][CH2:26][C:4]2[CH:3]=[C:2]([F:1])[CH:7]=[CH:6][C:5]=2[S:8]([NH:11][C:12]2[C:21]([C:22]([OH:24])=[O:23])=[C:20]3[C:15]([CH:16]4[CH2:25][CH:17]4[CH2:18][O:19]3)=[CH:14][CH:13]=2)(=[O:9])=[O:10])[CH2:31]1)[CH3:29], predict the reactants needed to synthesize it. The reactants are: [F:1][C:2]1[CH:7]=[CH:6][C:5]([S:8]([NH:11][C:12]2[C:21]([C:22]([OH:24])=[O:23])=[C:20]3[C:15]([CH:16]4[CH2:25][CH:17]4[CH2:18][O:19]3)=[CH:14][CH:13]=2)(=[O:10])=[O:9])=[C:4]([CH:26]=[CH2:27])[CH:3]=1.[CH2:28]([N:30]1[CH2:34][CH2:33][C@@H:32]([NH2:35])[CH2:31]1)[CH3:29]. (3) Given the product [Br:3][C:11]1[C:10]2[C:15](=[CH:16][C:17]([O:18][CH3:19])=[C:8]([CH2:6][CH3:7])[CH:9]=2)[N:14]=[N:13][CH:12]=1, predict the reactants needed to synthesize it. The reactants are: P(Br)(Br)([Br:3])=O.[CH2:6]([C:8]1[CH:9]=[C:10]2[C:15](=[CH:16][C:17]=1[O:18][CH3:19])[N:14]=[N:13][CH:12]=[C:11]2O)[CH3:7].C(=O)(O)[O-].[Na+]. (4) The reactants are: [CH2:1]([N:3]([CH3:39])[C@H:4]1[CH2:9][C@@H:8]([CH2:10][CH2:11][C:12]2[CH:13]=[C:14]([CH:19]=[CH:20][CH:21]=2)[C:15]([O:17]C)=[O:16])[C@@H:7]([NH:22][C:23](=[O:38])[CH2:24][NH:25][C:26](=[O:37])[C:27]2[CH:32]=[CH:31][CH:30]=[C:29]([C:33]([F:36])([F:35])[F:34])[CH:28]=2)[CH2:6][CH2:5]1)[CH3:2].FC(F)(F)C(O)=O. Given the product [CH2:1]([N:3]([CH3:39])[C@H:4]1[CH2:9][C@@H:8]([CH2:10][CH2:11][C:12]2[CH:13]=[C:14]([CH:19]=[CH:20][CH:21]=2)[C:15]([OH:17])=[O:16])[C@@H:7]([NH:22][C:23](=[O:38])[CH2:24][NH:25][C:26](=[O:37])[C:27]2[CH:32]=[CH:31][CH:30]=[C:29]([C:33]([F:35])([F:36])[F:34])[CH:28]=2)[CH2:6][CH2:5]1)[CH3:2], predict the reactants needed to synthesize it. (5) Given the product [CH3:16][N:3]1[C:13]2=[C:14]3[C:9](=[CH:10][CH:11]=[CH:12]2)[CH2:8][CH2:7][CH2:6][N:5]3[C:4]1=[O:15], predict the reactants needed to synthesize it. The reactants are: [H-].[Na+].[NH:3]1[C:13]2=[C:14]3[C:9](=[CH:10][CH:11]=[CH:12]2)[CH2:8][CH2:7][CH2:6][N:5]3[C:4]1=[O:15].[CH3:16]I.O. (6) Given the product [S:19]1[C:12]2=[C:11]3[C:16](=[CH:15][CH:14]=[C:13]2[N:17]=[CH:18]1)[NH:8][C:9](=[O:32])[C:10]13[C:31]2[C:22](=[CH:23][C:24]3[O:29][CH2:28][CH2:27][O:26][C:25]=3[CH:30]=2)[O:21][CH2:20]1, predict the reactants needed to synthesize it. The reactants are: COC1C=CC(C[N:8]2[C:16]3[C:11](=[C:12]4[S:19][CH:18]=[N:17][C:13]4=[CH:14][CH:15]=3)[C:10]3([C:31]4[C:22](=[CH:23][C:24]5[O:29][CH2:28][CH2:27][O:26][C:25]=5[CH:30]=4)[O:21][CH2:20]3)[C:9]2=[O:32])=CC=1.FC(F)(F)S(O)(=O)=O.